This data is from Reaction yield outcomes from USPTO patents with 853,638 reactions. The task is: Predict the reaction yield, written as a fraction of the theoretical maximum amount of product (1.0 means a 100% yield; for example, 0.34 means a 34% yield). (1) The reactants are Br[C:2]1[CH:3]=[C:4]2[CH:10]=[CH:9][NH:8][C:5]2=[N:6][CH:7]=1.Cl.[NH:12]1[CH2:15][CH:14]([NH:16][C:17](=[O:23])[O:18][C:19]([CH3:22])([CH3:21])[CH3:20])[CH2:13]1.CC(C1C=C(C(C)C)C(C2C=CC=CC=2P(C2CCCCC2)C2CCCCC2)=C(C(C)C)C=1)C.C([O-])([O-])=O.[Cs+].[Cs+]. The catalyst is O1CCOCC1.O.C1C=CC(/C=C/C(/C=C/C2C=CC=CC=2)=O)=CC=1.C1C=CC(/C=C/C(/C=C/C2C=CC=CC=2)=O)=CC=1.C1C=CC(/C=C/C(/C=C/C2C=CC=CC=2)=O)=CC=1.[Pd].[Pd].O. The product is [NH:8]1[C:5]2=[N:6][CH:7]=[C:2]([N:12]3[CH2:15][CH:14]([NH:16][C:17](=[O:23])[O:18][C:19]([CH3:21])([CH3:20])[CH3:22])[CH2:13]3)[CH:3]=[C:4]2[CH:10]=[CH:9]1. The yield is 0.270. (2) The reactants are O=[CH:2][CH2:3][NH:4][C:5](=[O:11])[O:6][C:7]([CH3:10])([CH3:9])[CH3:8].[CH:12]1([C:18]2[C:19]3[CH:20]=[CH:21][C:22]([C:39]([O:41][CH3:42])=[O:40])=[CH:23][C:24]=3[N:25]3[C:32]=2[C:31]2[CH:33]=[CH:34][CH:35]=[CH:36][C:30]=2[O:29][CH2:28][C@H:27]([NH:37][CH3:38])[CH2:26]3)[CH2:17][CH2:16][CH2:15][CH2:14][CH2:13]1.C(O)(=O)C.C([O-])(=O)C.[Na+]. The catalyst is CO.[Pd]. The product is [C:7]([O:6][C:5]([NH:4][CH2:3][CH2:2][N:37]([CH3:38])[C@@H:27]1[CH2:26][N:25]2[C:24]3[CH:23]=[C:22]([C:39]([O:41][CH3:42])=[O:40])[CH:21]=[CH:20][C:19]=3[C:18]([CH:12]3[CH2:17][CH2:16][CH2:15][CH2:14][CH2:13]3)=[C:32]2[C:31]2[CH:33]=[CH:34][CH:35]=[CH:36][C:30]=2[O:29][CH2:28]1)=[O:11])([CH3:10])([CH3:9])[CH3:8]. The yield is 0.820. (3) The reactants are [ClH:1].[F:2][C:3]1([F:9])[CH2:8][CH2:7][NH:6][CH2:5][CH2:4]1.C(=O)([O-])[O-].[K+].[K+].Br[CH2:17][CH2:18][CH2:19]O. The catalyst is C(#N)C. The product is [ClH:1].[Cl:1][CH2:17][CH2:18][CH2:19][N:6]1[CH2:7][CH2:8][C:3]([F:9])([F:2])[CH2:4][CH2:5]1. The yield is 0.880. (4) The catalyst is O1CCOCC1.C1C=CC(/C=C/C(/C=C/C2C=CC=CC=2)=O)=CC=1.C1C=CC(/C=C/C(/C=C/C2C=CC=CC=2)=O)=CC=1.C1C=CC(/C=C/C(/C=C/C2C=CC=CC=2)=O)=CC=1.[Pd].[Pd]. The product is [F:20][C:17]1([F:21])[CH2:18][CH2:19][N:14]([CH2:13][CH2:12][C:7]2[N:8]([CH3:11])[C:9]3[C:5]([N:6]=2)=[C:4]([N:22]2[CH2:27][CH2:26][O:25][CH2:24][CH2:23]2)[N:3]=[C:2]([N:31]2[C:32]4[CH:38]=[CH:37][CH:36]=[CH:35][C:33]=4[N:34]=[C:30]2[CH2:28][CH3:29])[N:10]=3)[CH2:15][CH2:16]1. The yield is 0.640. The reactants are Cl[C:2]1[N:10]=[C:9]2[C:5]([N:6]=[C:7]([CH2:12][CH2:13][N:14]3[CH2:19][CH2:18][C:17]([F:21])([F:20])[CH2:16][CH2:15]3)[N:8]2[CH3:11])=[C:4]([N:22]2[CH2:27][CH2:26][O:25][CH2:24][CH2:23]2)[N:3]=1.[CH2:28]([C:30]1[NH:31][C:32]2[CH:38]=[CH:37][CH:36]=[CH:35][C:33]=2[N:34]=1)[CH3:29].CC(C1C=C(C(C)C)C(C2C=CC=CC=2P(C2CCCCC2)C2CCCCC2)=C(C(C)C)C=1)C.C([O-])([O-])=O.[Cs+].[Cs+]. (5) The reactants are O[C@@H:2]1[C@H:6]([CH2:7]/[CH:8]=[CH:9]\[CH2:10][CH2:11][CH2:12][C:13]([OH:15])=[O:14])[C@@H:5]([CH2:16][CH2:17][C@@H:18]([O:27][CH:28]2[CH2:33][CH2:32][CH2:31][CH2:30][O:29]2)[CH2:19]CC2C=CC=CC=2)[C@H:4]([O:34][CH:35]2[CH2:40][CH2:39][CH2:38][CH2:37][O:36]2)[CH2:3]1.C1C=C(SSC2N=CC=CC=2)N=CC=1.C1(P(C2C=CC=CC=2)C2C=CC=CC=2)C=CC=CC=1.[C:74]1([CH3:81])[C:75](C)=[CH:76][CH:77]=[CH:78][CH:79]=1. No catalyst specified. The product is [C:74]1([CH2:81][CH2:19][C@H:18]([O:27][CH:28]2[CH2:33][CH2:32][CH2:31][CH2:30][O:29]2)[CH2:17][CH2:16][C@@H:5]2[C@@H:6]3[C@@H:2]([O:14][C:13](=[O:15])[CH2:12][CH2:11][CH2:10][CH:9]=[CH:8][CH2:7]3)[CH2:3][C@H:4]2[O:34][CH:35]2[CH2:40][CH2:39][CH2:38][CH2:37][O:36]2)[CH:79]=[CH:78][CH:77]=[CH:76][CH:75]=1. The yield is 0.680. (6) The reactants are C([O:3][C:4](=[O:29])[CH2:5][C:6]([NH:9][C:10]([C:12]1[CH:17]=[CH:16][C:15]([N:18]2[CH2:21][C:20]([F:23])([F:22])[CH2:19]2)=[C:14]([O:24][CH2:25][CH:26]2[CH2:28][CH2:27]2)[N:13]=1)=[O:11])([CH3:8])[CH3:7])C.O.[OH-].[Li+]. The catalyst is C1COCC1.O. The product is [CH:26]1([CH2:25][O:24][C:14]2[N:13]=[C:12]([C:10]([NH:9][C:6]([CH3:8])([CH3:7])[CH2:5][C:4]([OH:29])=[O:3])=[O:11])[CH:17]=[CH:16][C:15]=2[N:18]2[CH2:21][C:20]([F:22])([F:23])[CH2:19]2)[CH2:28][CH2:27]1. The yield is 0.950. (7) The reactants are [F:1][C:2]1[C:3]([O:15][CH3:16])=[CH:4][C:5]([N+:12]([O-:14])=[O:13])=[C:6]([NH:8]C(=O)C)[CH:7]=1. The catalyst is O.Cl.C(O)C. The product is [F:1][C:2]1[C:3]([O:15][CH3:16])=[CH:4][C:5]([N+:12]([O-:14])=[O:13])=[C:6]([CH:7]=1)[NH2:8]. The yield is 0.290.